Dataset: Forward reaction prediction with 1.9M reactions from USPTO patents (1976-2016). Task: Predict the product of the given reaction. (1) Given the reactants [NH2:1][N:2]1[N:11]=[C:10]([C:12]([F:15])([F:14])[F:13])[C:9]2[C:4](=[CH:5][CH:6]=[CH:7][CH:8]=2)[C:3]1=[O:16].[CH3:17][S:18][CH2:19][C:20](O)=[O:21], predict the reaction product. The product is: [CH3:17][S:18][CH2:19][C:20]([NH:1][N:2]1[N:11]=[C:10]([C:12]([F:15])([F:13])[F:14])[C:9]2[C:4](=[CH:5][CH:6]=[CH:7][CH:8]=2)[C:3]1=[O:16])=[O:21]. (2) Given the reactants Cl[C:2]1[CH:7]=[N:6][CH:5]=[C:4]([Cl:8])[N:3]=1.[N:9]1[CH:14]=[CH:13][CH:12]=[C:11]([CH2:15][CH2:16][OH:17])[CH:10]=1.[H-].[Na+], predict the reaction product. The product is: [Cl:8][C:4]1[CH:5]=[N:6][CH:7]=[C:2]([O:17][CH2:16][CH2:15][C:11]2[CH:10]=[N:9][CH:14]=[CH:13][CH:12]=2)[N:3]=1. (3) Given the reactants [C:1]([N:5]([CH3:22])[C:6]([CH:8]1[CH2:13][CH2:12][C:11]2[C:14]3[C:19](Cl)=[N:18][CH:17]=[N:16][C:15]=3[S:21][C:10]=2[CH2:9]1)=[O:7])([CH3:4])([CH3:3])[CH3:2].[CH2:23]([O:25][C:26]1[CH:34]=[C:33]2[C:29]([CH:30]=[N:31][NH:32]2)=[CH:28][C:27]=1[NH2:35])[CH3:24], predict the reaction product. The product is: [C:1]([N:5]([CH3:22])[C:6]([CH:8]1[CH2:13][CH2:12][C:11]2[C:14]3[C:19]([NH:35][C:27]4[CH:28]=[C:29]5[C:33](=[CH:34][C:26]=4[O:25][CH2:23][CH3:24])[NH:32][N:31]=[CH:30]5)=[N:18][CH:17]=[N:16][C:15]=3[S:21][C:10]=2[CH2:9]1)=[O:7])([CH3:4])([CH3:3])[CH3:2]. (4) Given the reactants Cl[C:2]1[N:3]=[CH:4][C:5]2[N:11]([CH3:12])[C:10](=[O:13])[C:9]([F:15])([F:14])[CH2:8][N:7]([CH:16]3[CH2:20][CH2:19][CH2:18][CH2:17]3)[C:6]=2[N:21]=1.[NH2:22][C:23]1[CH:31]=[CH:30][C:26]([C:27]([OH:29])=[O:28])=[CH:25][C:24]=1[CH3:32].Cl, predict the reaction product. The product is: [CH:16]1([N:7]2[CH2:8][C:9]([F:15])([F:14])[C:10](=[O:13])[N:11]([CH3:12])[C:5]3[CH:4]=[N:3][C:2]([NH:22][C:23]4[CH:31]=[CH:30][C:26]([C:27]([OH:29])=[O:28])=[CH:25][C:24]=4[CH3:32])=[N:21][C:6]2=3)[CH2:20][CH2:19][CH2:18][CH2:17]1. (5) Given the reactants C([O:8][C:9]1[C:14](=[O:15])[N:13]2[CH2:16][CH2:17][N:18]([CH2:19][CH2:20][OH:21])[C:12]2=[N:11][C:10]=1[C:22]([O:24][CH2:25][CH3:26])=[O:23])C1C=CC=CC=1.[H][H], predict the reaction product. The product is: [OH:8][C:9]1[C:14](=[O:15])[N:13]2[CH2:16][CH2:17][N:18]([CH2:19][CH2:20][OH:21])[C:12]2=[N:11][C:10]=1[C:22]([O:24][CH2:25][CH3:26])=[O:23]. (6) The product is: [OH:1][C:2]1[CH:3]=[CH:4][C:5]([C:8]2[CH:13]=[CH:12][CH:11]=[C:10]([C:14]3[CH:19]=[CH:18][C:17]([OH:20])=[CH:16][CH:15]=3)[CH:9]=2)=[CH:6][CH:7]=1. Given the reactants [OH:1][C:2]1[CH:7]=[CH:6][C:5]([C:8]2[CH2:13][CH2:12][CH2:11][CH:10]([C:14]3[CH:19]=[CH:18][C:17]([OH:20])=[CH:16][CH:15]=3)[CH:9]=2)=[CH:4][CH:3]=1.OC1C=CC(C2CC(C3C=CC(O)=CC=3)CCC=2)=CC=1.CC(C1C=CC=CC=1)=C, predict the reaction product. (7) Given the reactants Br[CH2:2][C:3]1[CH:11]=[CH:10][C:6]2=[N:7][O:8][N:9]=[C:5]2[CH:4]=1.BrCC1CCCCO1.[NH:20]1[C:28]2[C:23](=[CH:24][CH:25]=[CH:26][CH:27]=2)[C:22]2([C:40]3[C:31](=[CH:32][C:33]4[O:38][CH2:37][CH2:36][O:35][C:34]=4[CH:39]=3)[O:30][CH2:29]2)[C:21]1=[O:41], predict the reaction product. The product is: [N:7]1[O:8][N:9]=[C:5]2[CH:4]=[C:3]([CH2:2][N:20]3[C:28]4[C:23](=[CH:24][CH:25]=[CH:26][CH:27]=4)[C:22]4([C:40]5[C:31](=[CH:32][C:33]6[O:38][CH2:37][CH2:36][O:35][C:34]=6[CH:39]=5)[O:30][CH2:29]4)[C:21]3=[O:41])[CH:11]=[CH:10][C:6]=12. (8) Given the reactants ClC1C=C(OC)C(NS(C2SC(C)=NC=2C)(=O)=O)=NC=1.[Br:21][C:22]1[CH:23]=[C:24]([S:29](Cl)(=[O:31])=[O:30])[CH:25]=[N:26][C:27]=1[Cl:28].CC1N=C(C)SC=1S(Cl)(=O)=O.[Br:44][C:45]1[CH:46]=[C:47]([O:52][CH3:53])[C:48]([NH2:51])=[N:49][CH:50]=1.ClC1C=C(OC)C(N)=NC=1, predict the reaction product. The product is: [Br:21][C:22]1[CH:23]=[C:24]([S:29]([NH:51][C:48]2[C:47]([O:52][CH3:53])=[CH:46][C:45]([Br:44])=[CH:50][N:49]=2)(=[O:31])=[O:30])[CH:25]=[N:26][C:27]=1[Cl:28]. (9) Given the reactants [C:1]([C:5]1[C:6]([NH2:14])=[N:7][N:8]2[CH:13]=[CH:12][CH:11]=[N:10][C:9]=12)([CH3:4])([CH3:3])[CH3:2].[Cl:15][C:16]1[CH:21]=[CH:20][C:19]([CH2:22][C:23](O)=[O:24])=[CH:18][CH:17]=1, predict the reaction product. The product is: [C:1]([C:5]1[C:6]([NH:14][C:23](=[O:24])[CH2:22][C:19]2[CH:20]=[CH:21][C:16]([Cl:15])=[CH:17][CH:18]=2)=[N:7][N:8]2[CH:13]=[CH:12][CH:11]=[N:10][C:9]=12)([CH3:4])([CH3:2])[CH3:3].